Dataset: Forward reaction prediction with 1.9M reactions from USPTO patents (1976-2016). Task: Predict the product of the given reaction. (1) Given the reactants [O:1]1[CH:5]=[CH:4][C:3]([CH:6]=[CH:7][C:8]#[N:9])=[CH:2]1.[H][H], predict the reaction product. The product is: [O:1]1[CH:5]=[CH:4][C:3]([CH2:6][CH2:7][CH2:8][NH2:9])=[CH:2]1. (2) The product is: [C:1]([C:5]1[S:9][C:8](/[N:10]=[CH:13]/[N:14]([CH3:16])[CH3:15])=[N:7][N:6]=1)([CH3:4])([CH3:3])[CH3:2]. Given the reactants [C:1]([C:5]1[S:9][C:8]([NH2:10])=[N:7][N:6]=1)([CH3:4])([CH3:3])[CH3:2].CO[CH:13](OC)[N:14]([CH3:16])[CH3:15].CCCCCC, predict the reaction product. (3) Given the reactants C([N:8]1[CH2:15][CH:14]2[CH:10]([CH2:11][C:12]3[C:18]([Br:19])=[C:17]([Br:20])[S:16][C:13]=32)[CH2:9]1)C1C=CC=CC=1.C([O-])([O-])=O.[K+].[K+].ClC(OC(Cl)C)=O, predict the reaction product. The product is: [Br:20][C:17]1[S:16][C:13]2[CH:14]3[CH:10]([CH2:11][C:12]=2[C:18]=1[Br:19])[CH2:9][NH:8][CH2:15]3. (4) Given the reactants F[C:2]1[CH:7]=[CH:6][C:5]([N+:8]([O-:10])=[O:9])=[C:4]([O:11][CH3:12])[CH:3]=1.[CH2:13]1[NH:18][CH2:17][CH2:16][N:15]2[CH2:19][CH2:20][CH2:21][CH:14]12.C(=O)([O-])[O-].[K+].[K+].O, predict the reaction product. The product is: [CH3:12][O:11][C:4]1[CH:3]=[C:2]([N:18]2[CH2:17][CH2:16][N:15]3[CH2:19][CH2:20][CH2:21][CH:14]3[CH2:13]2)[CH:7]=[CH:6][C:5]=1[N+:8]([O-:10])=[O:9]. (5) The product is: [Br:32][C:14]1[CH:15]=[C:16]2[C:11](=[CH:12][C:13]=1[C:20]#[N:21])[NH:10][C:9]1[C:8]([CH3:22])([CH3:23])[C:7]3[CH:24]=[C:3]([O:2][CH3:1])[CH:4]=[CH:5][C:6]=3[C:18](=[O:19])[C:17]2=1. Given the reactants [CH3:1][O:2][C:3]1[CH:4]=[CH:5][C:6]2[C:18](=[O:19])[C:17]3[C:16]4[C:11](=[CH:12][C:13]([C:20]#[N:21])=[CH:14][CH:15]=4)[NH:10][C:9]=3[C:8]([CH3:23])([CH3:22])[C:7]=2[CH:24]=1.C1C(=O)N([Br:32])C(=O)C1.O, predict the reaction product. (6) Given the reactants [CH3:1][C:2]1([CH3:9])[CH2:7][CH2:6][C:5](=O)[CH2:4][CH2:3]1.[OH:10][C:11]1[CH:16]=[CH:15][C:14]([C:17]([C:19]2[CH:28]=[CH:27][C:22]([C:23]([O:25][CH3:26])=[O:24])=[CH:21][CH:20]=2)=O)=[CH:13][CH:12]=1.O.C([O-])([O-])=O.[K+].[K+], predict the reaction product. The product is: [CH3:26][O:25][C:23](=[O:24])[C:22]1[CH:27]=[CH:28][C:19]([C:17](=[C:5]2[CH2:6][CH2:7][C:2]([CH3:9])([CH3:1])[CH2:3][CH2:4]2)[C:14]2[CH:15]=[CH:16][C:11]([OH:10])=[CH:12][CH:13]=2)=[CH:20][CH:21]=1. (7) Given the reactants [Cl:1][C:2]1[CH:3]=[CH:4][C:5]([F:37])=[C:6]([C:8]2[CH:13]=[CH:12][C:11]([CH2:14][N:15]([CH2:31][C@@H:32]([OH:36])[C:33]([OH:35])=[O:34])[NH:16][C:17]([C:19]3[O:23][N:22]=[C:21]([C:24]4[CH:29]=[CH:28][CH:27]=[CH:26][C:25]=4[F:30])[CH:20]=3)=[O:18])=[CH:10][CH:9]=2)[CH:7]=1.CCN=C=NCCCN(C)C.Cl.C1C=C2N=NN(O)C2=CC=1.O.C(Cl)Cl.[F:64][C:65]([F:72])([C:68]([F:71])([F:70])[F:69])[CH2:66]O, predict the reaction product. The product is: [F:64][C:65]([F:72])([C:68]([F:71])([F:70])[F:69])[CH2:66][O:34][C:33](=[O:35])[C@H:32]([OH:36])[CH2:31][N:15]([CH2:14][C:11]1[CH:12]=[CH:13][C:8]([C:6]2[CH:7]=[C:2]([Cl:1])[CH:3]=[CH:4][C:5]=2[F:37])=[CH:9][CH:10]=1)[NH:16][C:17]([C:19]1[O:23][N:22]=[C:21]([C:24]2[CH:29]=[CH:28][CH:27]=[CH:26][C:25]=2[F:30])[CH:20]=1)=[O:18]. (8) Given the reactants [CH3:1][N:2]1[C:6]([CH:7]=O)=[N:5][C:4]([N:9]2[CH2:13][CH2:12][CH2:11][CH2:10]2)=[N:3]1.C1CCN2C(=NCCC2)CC1.[Br-].[CH3:26][O:27][C:28](=[O:49])[CH2:29][P+](C1C=CC=CC=1)(C1C=CC=CC=1)C1C=CC=CC=1, predict the reaction product. The product is: [CH3:1][N:2]1[C:6](/[CH:7]=[CH:29]/[C:28]([O:27][CH3:26])=[O:49])=[N:5][C:4]([N:9]2[CH2:13][CH2:12][CH2:11][CH2:10]2)=[N:3]1. (9) Given the reactants [C:1]([O:4][CH:5]1[CH:10](Br)[CH2:9][CH2:8][N:7]([C:12](=[O:25])[C@H:13]([CH:22]([CH3:24])[CH3:23])[NH:14][C:15]([O:17][C:18]([CH3:21])([CH3:20])[CH3:19])=[O:16])[CH2:6]1)(=[O:3])[CH3:2].C1CCN2C(=NCCC2)CC1, predict the reaction product. The product is: [C:1]([O:4][CH:5]1[CH:10]=[CH:9][CH2:8][N:7]([C:12](=[O:25])[C@@H:13]([CH:22]([CH3:23])[CH3:24])[NH:14][C:15]([O:17][C:18]([CH3:20])([CH3:19])[CH3:21])=[O:16])[CH2:6]1)(=[O:3])[CH3:2]. (10) Given the reactants N([C:7]([O:9][CH2:10][C:11]1[CH:16]=[CH:15][CH:14]=[CH:13][CH:12]=1)=O)[C@@H](C(O)=O)C.C([O-])([O-])=[O:18].[K+].[K+].C(C(N)CBr)([O:25][C:26](C)([CH3:28])[CH3:27])=O.[CH3:34][N:35](C=O)C, predict the reaction product. The product is: [C:34]([C:15]1[CH:16]=[C:11]([CH:12]=[CH:13][C:14]=1[O:25][CH:26]([CH3:28])[CH3:27])[C:10]([O:9][CH3:7])=[O:18])#[N:35].